From a dataset of Forward reaction prediction with 1.9M reactions from USPTO patents (1976-2016). Predict the product of the given reaction. (1) Given the reactants [CH:1]12[CH2:7][CH:4]([CH2:5][CH2:6]1)[C:3](=O)[C:2]2=O.COP([CH2:16][C:17]([C:19]1[CH:20]=[N:21][N:22]([C:27]([CH3:30])([CH3:29])[CH3:28])[C:23]=1[CH:24]1[CH2:26][CH2:25]1)=O)(=O)OC.O.[NH2:32][NH2:33], predict the reaction product. The product is: [C:27]([N:22]1[C:23]([CH:24]2[CH2:26][CH2:25]2)=[C:19]([C:17]2[CH:16]=[C:3]3[C:2]([CH:1]4[CH2:7][CH:4]3[CH2:5][CH2:6]4)=[N:33][N:32]=2)[CH:20]=[N:21]1)([CH3:30])([CH3:29])[CH3:28]. (2) Given the reactants [F:1][C:2]1[CH:7]=[C:6]([O:8][CH2:9][CH2:10][O:11][CH3:12])[CH:5]=[C:4]([F:13])[C:3]=1[C:14]1([OH:27])[CH2:19][CH2:18][N:17](C(OC(C)(C)C)=O)[CH2:16][CH2:15]1.[ClH:28], predict the reaction product. The product is: [ClH:28].[F:1][C:2]1[CH:7]=[C:6]([O:8][CH2:9][CH2:10][O:11][CH3:12])[CH:5]=[C:4]([F:13])[C:3]=1[C:14]1([OH:27])[CH2:19][CH2:18][NH:17][CH2:16][CH2:15]1.